From a dataset of Reaction yield outcomes from USPTO patents with 853,638 reactions. Predict the reaction yield, written as a fraction of the theoretical maximum amount of product (1.0 means a 100% yield; for example, 0.34 means a 34% yield). (1) The reactants are [Cl:1][C:2]1[S:6][C:5]([C:7]2[CH:12]=[CH:11][N:10]=[C:9]3[N:13](C(=O)C)[CH:14]=[CH:15][C:8]=23)=[CH:4][CH:3]=1.C(N(CC)CC)C. The catalyst is CO. The product is [Cl:1][C:2]1[S:6][C:5]([C:7]2[CH:12]=[CH:11][N:10]=[C:9]3[NH:13][CH:14]=[CH:15][C:8]=23)=[CH:4][CH:3]=1. The yield is 0.0500. (2) The reactants are [NH2:1][C:2]([NH2:4])=[O:3].[CH:5](=O)[CH2:6][CH2:7]CC.[C:11]([NH2:17])(=O)[CH2:12][C:13]([CH3:15])=O.[OH-].[Na+].[CH2:20]1[CH2:24]O[CH2:22][CH2:21]1. No catalyst specified. The product is [CH2:20]([CH:24]1[C:12]([C:11]#[N:17])=[C:13]([CH3:15])[NH:4][C:2](=[O:3])[NH:1]1)[CH2:21][CH2:22][CH2:5][CH2:6][CH3:7]. The yield is 0.970. (3) The reactants are C(O)(C(F)(F)F)=O.[I:8][C:9]1[NH:13][C:12]([C@@H:14]2[CH2:19][C@@H:18]3[C@@H:16]([CH2:17]3)[N:15]2C(OC(C)(C)C)=O)=[N:11][CH:10]=1. The catalyst is C(Cl)Cl. The product is [I:8][C:9]1[NH:13][C:12]([C@@H:14]2[CH2:19][C@@H:18]3[C@@H:16]([CH2:17]3)[NH:15]2)=[N:11][CH:10]=1. The yield is 0.860. (4) The reactants are [CH3:1][N:2]1[CH2:7][CH2:6][NH:5][CH2:4][CH2:3]1.[Cl:8][C:9]1[C:10]([C:28]2[C:36]3[C:31](=[CH:32][CH:33]=[CH:34][CH:35]=3)[N:30]([CH3:37])[CH:29]=2)=[N:11][C:12]([NH:15][C:16]2[CH:21]=[C:20]([N+:22]([O-:24])=[O:23])[C:19](F)=[CH:18][C:17]=2[O:26][CH3:27])=[N:13][CH:14]=1. The catalyst is FC(F)(F)CO. The product is [Cl:8][C:9]1[C:10]([C:28]2[C:36]3[C:31](=[CH:32][CH:33]=[CH:34][CH:35]=3)[N:30]([CH3:37])[CH:29]=2)=[N:11][C:12]([NH:15][C:16]2[CH:21]=[C:20]([N+:22]([O-:24])=[O:23])[C:19]([N:5]3[CH2:6][CH2:7][N:2]([CH3:1])[CH2:3][CH2:4]3)=[CH:18][C:17]=2[O:26][CH3:27])=[N:13][CH:14]=1. The yield is 0.870.